Dataset: Full USPTO retrosynthesis dataset with 1.9M reactions from patents (1976-2016). Task: Predict the reactants needed to synthesize the given product. (1) Given the product [Cl:1][C:2]1[N:3]=[C:4]([N:13]2[CH2:18][CH2:17][O:16][CH2:15][CH2:14]2)[C:5]2[S:10][C:9]([CH2:11][N:31]3[CH2:32][CH2:33][CH:28]([CH2:27][N:23]4[CH:24]=[CH:25][N:26]=[C:22]4[CH3:21])[CH2:29][CH2:30]3)=[CH:8][C:6]=2[N:7]=1, predict the reactants needed to synthesize it. The reactants are: [Cl:1][C:2]1[N:3]=[C:4]([N:13]2[CH2:18][CH2:17][O:16][CH2:15][CH2:14]2)[C:5]2[S:10][C:9]([CH:11]=O)=[CH:8][C:6]=2[N:7]=1.Cl.Cl.[CH3:21][C:22]1[N:23]([CH2:27][CH:28]2[CH2:33][CH2:32][NH:31][CH2:30][CH2:29]2)[CH:24]=[CH:25][N:26]=1. (2) Given the product [CH2:11]([S:13]([N:6]1[CH:7]=[CH:8][C:4]([N+:1]([O-:3])=[O:2])=[N:5]1)(=[O:15])=[O:14])[CH3:12], predict the reactants needed to synthesize it. The reactants are: [N+:1]([C:4]1[CH:8]=[CH:7][NH:6][N:5]=1)([O-:3])=[O:2].[H-].[Na+].[CH2:11]([S:13](Cl)(=[O:15])=[O:14])[CH3:12]. (3) Given the product [CH2:15]([N:17]1[CH2:22][CH2:21][N:20]([C:11]([C:8]2[NH:7][C:6]3[CH:5]=[CH:4][CH:3]=[C:2]([CH3:1])[C:10]=3[N:9]=2)=[O:26])[CH2:19][CH2:18]1)[CH3:16], predict the reactants needed to synthesize it. The reactants are: [CH3:1][C:2]1[C:10]2[N:9]=[C:8]([C:11](Cl)(Cl)Cl)[NH:7][C:6]=2[CH:5]=[CH:4][CH:3]=1.[CH2:15]([N:17]1[CH2:22][CH2:21][NH:20][CH2:19][CH2:18]1)[CH3:16].C1C[O:26]CC1. (4) Given the product [CH3:11][O:15][C:39]([C:35]1[C:36](=[O:37])[NH:1][C:2]2[C:7]([CH:8]=1)=[CH:6][CH:5]=[C:4]([Cl:10])[N:3]=2)=[O:40], predict the reactants needed to synthesize it. The reactants are: [NH2:1][C:2]1[C:7]([CH:8]=O)=[CH:6][CH:5]=[C:4]([Cl:10])[N:3]=1.[C:11]([O:15]C(=O)NC1C(C=O)=CC=C(Cl)N=1)(C)(C)C.N1C=CC=CC=1.C[CH:35]([C:39](Cl)=[O:40])[C:36](Cl)=[O:37]. (5) Given the product [CH2:14]([O:13][C:11]([C:10]1[CH:9]=[N:8][N:7]2[C:2]([NH:35][C:34]3[CH:36]=[CH:37][CH:38]=[C:39]([CH3:40])[C:33]=3[F:32])=[C:3]([C:16]([N:18]3[CH2:23][CH2:22][C:21]4([C:27]5[CH:28]=[CH:29][CH:30]=[CH:31][C:26]=5[O:25][CH2:24]4)[CH2:20][CH2:19]3)=[O:17])[CH:4]=[N:5][C:6]=12)=[O:12])[CH3:15], predict the reactants needed to synthesize it. The reactants are: Cl[C:2]1[N:7]2[N:8]=[CH:9][C:10]([C:11]([O:13][CH2:14][CH3:15])=[O:12])=[C:6]2[N:5]=[CH:4][C:3]=1[C:16]([N:18]1[CH2:23][CH2:22][C:21]2([C:27]3[CH:28]=[CH:29][CH:30]=[CH:31][C:26]=3[O:25][CH2:24]2)[CH2:20][CH2:19]1)=[O:17].[F:32][C:33]1[C:39]([CH3:40])=[CH:38][CH:37]=[CH:36][C:34]=1[NH2:35].